Task: Predict the product of the given reaction.. Dataset: Forward reaction prediction with 1.9M reactions from USPTO patents (1976-2016) (1) Given the reactants Cl[C:2]1[C:11]([F:12])=[C:10]2[C:5]([C:6]([CH3:19])=[CH:7][C:8]([C:13]3[CH:18]=[CH:17][CH:16]=[CH:15][CH:14]=3)=[N:9]2)=[CH:4][CH:3]=1.[CH3:20][C:21]1([CH3:37])[C:25]([CH3:27])([CH3:26])[O:24][B:23]([B:23]2[O:24][C:25]([CH3:27])([CH3:26])[C:21]([CH3:37])([CH3:20])[O:22]2)[O:22]1.C([O-])(=O)C.[K+].C(C1C=CC=C(C(C)C)C=1N1C=CN(C2C(C(C)C)=CC=CC=2C(C)C)C1=[ClH])(C)C, predict the reaction product. The product is: [F:12][C:11]1[C:2]([B:23]2[O:24][C:25]([CH3:27])([CH3:26])[C:21]([CH3:37])([CH3:20])[O:22]2)=[CH:3][CH:4]=[C:5]2[C:10]=1[N:9]=[C:8]([C:13]1[CH:18]=[CH:17][CH:16]=[CH:15][CH:14]=1)[CH:7]=[C:6]2[CH3:19]. (2) Given the reactants [Cl:1][C:2]1[CH:7]=[CH:6][C:5]([NH:8][C:9]([NH:11][C:12]2[CH:17]=[CH:16][C:15]([N:18]3[C:26](I)=[N:25][C:24]4[C:19]3=[N:20][CH:21]=[N:22][C:23]=4[NH:28][CH3:29])=[CH:14][CH:13]=2)=[O:10])=[CH:4][C:3]=1[C:30]([F:33])([F:32])[F:31].[CH3:34][OH:35], predict the reaction product. The product is: [Cl:1][C:2]1[CH:7]=[CH:6][C:5]([NH:8][C:9]([NH:11][C:12]2[CH:17]=[CH:16][C:15]([N:18]3[C:26]([O:35][CH3:34])=[N:25][C:24]4[C:19]3=[N:20][CH:21]=[N:22][C:23]=4[NH:28][CH3:29])=[CH:14][CH:13]=2)=[O:10])=[CH:4][C:3]=1[C:30]([F:33])([F:32])[F:31]. (3) The product is: [BrH:29].[NH2:1][C:2]1[C:7]([CH3:8])=[N:6][C:5]([O:9][CH2:10][C:11]([N:13]([CH:15]2[CH2:20][CH2:19][N:18]([CH2:21][C:22]3[CH:23]=[CH:24][CH:25]=[CH:26][CH:27]=3)[CH2:17][CH2:16]2)[CH3:14])=[O:12])=[N:4][C:3]=1[CH3:28]. Given the reactants [NH2:1][C:2]1[C:3]([CH3:28])=[N:4][C:5]([O:9][CH2:10][C:11]([N:13]([CH:15]2[CH2:20][CH2:19][N:18]([CH2:21][C:22]3[CH:27]=[CH:26][CH:25]=[CH:24][CH:23]=3)[CH2:17][CH2:16]2)[CH3:14])=[O:12])=[N:6][C:7]=1[CH3:8].[BrH:29], predict the reaction product. (4) Given the reactants [CH3:1][O:2][C:3]1[CH:40]=[CH:39][C:6]([CH2:7][N:8]([CH2:30][C:31]2[CH:36]=[CH:35][C:34]([O:37][CH3:38])=[CH:33][CH:32]=2)[C:9]2[N:14]=[CH:13][C:12]([C:15]3[C:16]4[CH2:29][CH2:28][NH:27][C:17]=4[N:18]=[C:19]([N:21]4[CH2:26][CH2:25][O:24][CH2:23][CH2:22]4)[N:20]=3)=[CH:11][N:10]=2)=[CH:5][CH:4]=1.[H-].[Na+].[S:43](Cl)([CH3:46])(=[O:45])=[O:44].[Cl-].[NH4+], predict the reaction product. The product is: [CH3:46][S:43]([N:27]1[C:17]2[N:18]=[C:19]([N:21]3[CH2:26][CH2:25][O:24][CH2:23][CH2:22]3)[N:20]=[C:15]([C:12]3[CH:11]=[N:10][C:9]([N:8]([CH2:7][C:6]4[CH:5]=[CH:4][C:3]([O:2][CH3:1])=[CH:40][CH:39]=4)[CH2:30][C:31]4[CH:32]=[CH:33][C:34]([O:37][CH3:38])=[CH:35][CH:36]=4)=[N:14][CH:13]=3)[C:16]=2[CH2:29][CH2:28]1)(=[O:45])=[O:44]. (5) Given the reactants [NH2:1][C:2]1[CH:7]=[CH:6][C:5]([OH:8])=[C:4]([C:9]2[N:13]([CH3:14])[N:12]=[CH:11][CH:10]=2)[CH:3]=1.Br[CH2:16][C@H:17]([NH:19][C:20](=[O:26])[O:21][C:22]([CH3:25])([CH3:24])[CH3:23])[CH3:18].C(=O)([O-])[O-].[Cs+].[Cs+], predict the reaction product. The product is: [NH2:1][C:2]1[CH:7]=[CH:6][C:5]([O:8][CH2:18][C@H:17]([NH:19][C:20](=[O:26])[O:21][C:22]([CH3:23])([CH3:25])[CH3:24])[CH3:16])=[C:4]([C:9]2[N:13]([CH3:14])[N:12]=[CH:11][CH:10]=2)[CH:3]=1. (6) The product is: [Br:1][C:2]1[CH:3]=[C:4]([N:8]2[C:16]3[CH:15]=[C:14]([O:17][CH3:18])[N:13]=[CH:12][C:11]=3[C:10]([C:19]([NH2:23])=[O:21])=[N:9]2)[CH:5]=[CH:6][CH:7]=1. Given the reactants [Br:1][C:2]1[CH:3]=[C:4]([N:8]2[C:16]3[CH:15]=[C:14]([O:17][CH3:18])[N:13]=[CH:12][C:11]=3[C:10]([C:19]([OH:21])=O)=[N:9]2)[CH:5]=[CH:6][CH:7]=1.[Cl-].[NH4+:23], predict the reaction product. (7) Given the reactants [Br:1][C:2]1[C:11]2[C:6](=[CH:7][CH:8]=[C:9]([O:12][CH3:13])[CH:10]=2)[C:5]([O:14][CH:15]2[CH2:32][CH:31]3[N:17]([C:18](=[O:38])[N:19]([CH3:37])[CH2:20][CH2:21][CH2:22][CH2:23][CH:24]=[CH:25][CH:26]4[C:28]([C:34]([OH:36])=O)([NH:29][C:30]3=[O:33])[CH2:27]4)[CH2:16]2)=[N:4][CH:3]=1.ClC1N=C(OC2CC3N(C(=O)N(C)CCCCC=CC4C(C([NH:74][S:75]([CH:78]5[CH2:80][CH2:79]5)(=[O:77])=[O:76])=O)(NC3=O)C4)C2)C2C(C=1)=CC(OC)=CC=2, predict the reaction product. The product is: [Br:1][C:2]1[C:11]2[C:6](=[CH:7][CH:8]=[C:9]([O:12][CH3:13])[CH:10]=2)[C:5]([O:14][CH:15]2[CH2:32][CH:31]3[N:17]([C:18](=[O:38])[N:19]([CH3:37])[CH2:20][CH2:21][CH2:22][CH2:23][CH:24]=[CH:25][CH:26]4[C:28]([C:34]([NH:74][S:75]([CH:78]5[CH2:80][CH2:79]5)(=[O:77])=[O:76])=[O:36])([NH:29][C:30]3=[O:33])[CH2:27]4)[CH2:16]2)=[N:4][CH:3]=1. (8) Given the reactants [H-].[Na+].[C:3](#[N:5])[CH3:4].[Br:6][C:7]1[N:12]=[C:11]([C:13]([O:15]CC)=O)[CH:10]=[CH:9][CH:8]=1, predict the reaction product. The product is: [Br:6][C:7]1[N:12]=[C:11]([C:13](=[O:15])[CH2:4][C:3]#[N:5])[CH:10]=[CH:9][CH:8]=1. (9) Given the reactants [Cl:1][C:2]1[CH:13]=[C:12]([O:14][CH:15]2[CH2:18][O:17][CH2:16]2)[C:5]([C:6](N(OC)C)=[O:7])=[CH:4][N:3]=1.[CH3:19][Mg]Br.CCOCC, predict the reaction product. The product is: [Cl:1][C:2]1[N:3]=[CH:4][C:5]([C:6](=[O:7])[CH3:19])=[C:12]([O:14][CH:15]2[CH2:16][O:17][CH2:18]2)[CH:13]=1.